Dataset: Forward reaction prediction with 1.9M reactions from USPTO patents (1976-2016). Task: Predict the product of the given reaction. (1) Given the reactants [CH:1]([C:4]1[N:8]2[CH:9]=[CH:10][N:11]=[CH:12][C:7]2=[CH:6][N:5]=1)([CH3:3])[CH3:2].C1C(=O)N([I:20])C(=O)C1, predict the reaction product. The product is: [I:20][C:6]1[N:5]=[C:4]([CH:1]([CH3:3])[CH3:2])[N:8]2[CH:9]=[CH:10][N:11]=[CH:12][C:7]=12. (2) Given the reactants C([O:5][C:6](=[O:37])[CH2:7][C@H:8]([NH:11][S:12]([C:15]1[CH:20]=[CH:19][C:18]([N:21]([CH3:23])[CH3:22])=[CH:17][C:16]=1[O:24][CH2:25][CH2:26][C:27]1[CH:36]=[CH:35][CH:34]=[C:33]2[C:28]=1[CH:29]=[CH:30][CH:31]=[N:32]2)(=[O:14])=[O:13])[CH:9]=[O:10])(C)(C)C, predict the reaction product. The product is: [CH3:23][N:21]([CH3:22])[C:18]1[CH:19]=[CH:20][C:15]([S:12]([NH:11][C@H:8]([CH:9]=[O:10])[CH2:7][C:6]([OH:37])=[O:5])(=[O:13])=[O:14])=[C:16]([O:24][CH2:25][CH2:26][C:27]2[CH:36]=[CH:35][CH:34]=[C:33]3[C:28]=2[CH:29]=[CH:30][CH:31]=[N:32]3)[CH:17]=1.